This data is from Forward reaction prediction with 1.9M reactions from USPTO patents (1976-2016). The task is: Predict the product of the given reaction. (1) Given the reactants C(OC(=O)[NH:7][C@@H:8]1[CH2:10][C@H:9]1[C:11]1[CH:16]=[CH:15][C:14]([NH:17][C:18]([C:20]2[CH:25]=[CH:24][CH:23]=[C:22]([NH:26][C:27]([C:29]3[CH:34]=[CH:33][CH:32]=[CH:31][CH:30]=3)=[O:28])[CH:21]=2)=[O:19])=[CH:13][CH:12]=1)(C)(C)C.[ClH:36].C(OCC)(=O)C, predict the reaction product. The product is: [ClH:36].[NH2:7][C@@H:8]1[CH2:10][C@H:9]1[C:11]1[CH:12]=[CH:13][C:14]([NH:17][C:18](=[O:19])[C:20]2[CH:25]=[CH:24][CH:23]=[C:22]([NH:26][C:27]([C:29]3[CH:30]=[CH:31][CH:32]=[CH:33][CH:34]=3)=[O:28])[CH:21]=2)=[CH:15][CH:16]=1. (2) Given the reactants [C:1]([NH:8][C:9]1[CH:14]=[CH:13][C:12]([NH2:15])=[CH:11][CH:10]=1)([O:3]C(C)(C)C)=O.C(N(CC)CC)C.[CH3:23][C:24]1[CH:32]=[CH:31][C:27](C(Cl)=O)=[CH:26][CH:25]=1, predict the reaction product. The product is: [NH2:15][C:12]1[CH:11]=[CH:10][C:9]([NH:8][C:1](=[O:3])[C:27]2[CH:31]=[CH:32][C:24]([CH3:23])=[CH:25][CH:26]=2)=[CH:14][CH:13]=1. (3) Given the reactants [C:1]([O:5][C:6]([N:8]1[CH2:13][C@@H:12]([N:14]([C:19]([C:21]2[N:25]([CH2:26][CH2:27][CH2:28][CH2:29][O:30][CH3:31])[C:24]3[CH:32]=[CH:33][CH:34]=[CH:35][C:23]=3[N:22]=2)=[O:20])[CH2:15][CH:16]([CH3:18])[CH3:17])[CH2:11][C@@H:10]([C:36]([OH:38])=O)[CH2:9]1)=[O:7])([CH3:4])([CH3:3])[CH3:2].[NH:39]1[CH2:43][CH2:42][CH2:41][CH2:40]1.CCN=C=NCCCN(C)C.C1C=CC2N(O)N=NC=2C=1.C(=O)(O)[O-].[Na+], predict the reaction product. The product is: [CH3:31][O:30][CH2:29][CH2:28][CH2:27][CH2:26][N:25]1[C:24]2[CH:32]=[CH:33][CH:34]=[CH:35][C:23]=2[N:22]=[C:21]1[C:19]([N:14]([CH2:15][CH:16]([CH3:18])[CH3:17])[C@H:12]1[CH2:11][C@@H:10]([C:36]([N:39]2[CH2:43][CH2:42][CH2:41][CH2:40]2)=[O:38])[CH2:9][N:8]([C:6]([O:5][C:1]([CH3:4])([CH3:2])[CH3:3])=[O:7])[CH2:13]1)=[O:20]. (4) Given the reactants [F:1][C:2]1[CH:7]=[C:6]([I:8])[CH:5]=[CH:4][C:3]=1[NH:9][C:10]1[N:15]2[CH:16]=[N:17][CH:18]=[C:14]2[CH:13]=[CH:12][C:11]=1[C:19]([OH:21])=O.[CH:22]([O:24][CH2:25][CH2:26][O:27][NH2:28])=[CH2:23].CCN=C=NCCCN(C)C.Cl.C1C=CC2N(O)N=NC=2C=1.CCN(C(C)C)C(C)C, predict the reaction product. The product is: [CH:22]([O:24][CH2:25][CH2:26][O:27][NH:28][C:19]([C:11]1[CH:12]=[CH:13][C:14]2[N:15]([CH:16]=[N:17][CH:18]=2)[C:10]=1[NH:9][C:3]1[CH:4]=[CH:5][C:6]([I:8])=[CH:7][C:2]=1[F:1])=[O:21])=[CH2:23]. (5) Given the reactants C([O:3][C:4](=[O:18])[CH2:5][C@H:6]1[CH2:11][CH2:10][N:9]2[C:12](=[O:17])[O:13][C:14]([CH3:16])([CH3:15])[C@H:8]2[CH2:7]1)C.[Li+].[OH-], predict the reaction product. The product is: [O:17]=[C:12]1[N:9]2[CH2:10][CH2:11][C@H:6]([CH2:5][C:4]([OH:18])=[O:3])[CH2:7][C@@H:8]2[C:14]([CH3:16])([CH3:15])[O:13]1. (6) The product is: [CH2:29]([CH:31]([C:34]1[CH:35]=[CH:36][N+:37]([O-:13])=[CH:38][CH:39]=1)[CH2:32][CH3:33])[CH3:30]. Given the reactants C(C1C=CN=C(C(O)=[O:13])C=1)CC(C)C.C(C1C=CN=C(C(O)=O)C=1)CCCC.[CH2:29]([CH:31]([C:34]1[CH:39]=[CH:38][N:37]=[CH:36][CH:35]=1)[CH2:32][CH3:33])[CH3:30].OO, predict the reaction product. (7) The product is: [CH2:1]([O:4][C:5]1[C:12]([O:13][CH2:14][CH:15]=[CH2:16])=[CH:11][CH:10]=[CH:9][C:6]=1[CH:7]([OH:8])[CH3:17])[CH:2]=[CH2:3]. Given the reactants [CH2:1]([O:4][C:5]1[C:12]([O:13][CH2:14][CH:15]=[CH2:16])=[CH:11][CH:10]=[CH:9][C:6]=1[CH:7]=[O:8])[CH:2]=[CH2:3].[CH3:17][Mg]Br, predict the reaction product. (8) Given the reactants [Br:1][C:2]1[CH:3]=[C:4]([CH:8]=[C:9]([Br:11])[CH:10]=1)[C:5](O)=[O:6].C([N:19]1[CH:23]=CN=C1)(N1C=CN=C1)=O.[CH3:24][O:25]CN, predict the reaction product. The product is: [Br:1][C:2]1[CH:3]=[C:4]([CH:8]=[C:9]([Br:11])[CH:10]=1)[C:5]([N:19]([O:25][CH3:24])[CH3:23])=[O:6]. (9) Given the reactants C([O:3][C:4]([C:6]1[C:7]2[S:15][CH:14]=[C:13]([CH2:16][O:17][C:18]3[CH:23]=[C:22]([O:24][CH2:25][C:26]4[CH:31]=[CH:30][C:29]([Cl:32])=[CH:28][CH:27]=4)[CH:21]=[CH:20][C:19]=3[Cl:33])[C:8]=2[C:9]([NH2:12])=[N:10][CH:11]=1)=O)C.[CH2:34]([CH2:36][NH2:37])[OH:35], predict the reaction product. The product is: [OH:35][CH2:34][CH2:36][NH:37][C:4]([C:6]1[C:7]2[S:15][CH:14]=[C:13]([CH2:16][O:17][C:18]3[CH:23]=[C:22]([O:24][CH2:25][C:26]4[CH:27]=[CH:28][C:29]([Cl:32])=[CH:30][CH:31]=4)[CH:21]=[CH:20][C:19]=3[Cl:33])[C:8]=2[C:9]([NH2:12])=[N:10][CH:11]=1)=[O:3].